This data is from Catalyst prediction with 721,799 reactions and 888 catalyst types from USPTO. The task is: Predict which catalyst facilitates the given reaction. (1) Reactant: [C:1]([O:5][C:6]([N:8]1[CH2:15][C@H:14]([OH:16])[CH2:13][C@H:9]1[C:10](O)=[O:11])=[O:7])([CH3:4])([CH3:3])[CH3:2].C1C=CC2N(O)N=NC=2C=1.O.C(Cl)CCl.Cl.[CH3:33][NH:34][CH3:35]. Product: [CH3:33][N:34]([CH3:35])[C:10]([C@@H:9]1[CH2:13][C@@H:14]([OH:16])[CH2:15][N:8]1[C:6]([O:5][C:1]([CH3:4])([CH3:3])[CH3:2])=[O:7])=[O:11]. The catalyst class is: 1. (2) Reactant: [CH3:1][C:2]1[CH:7]=[CH:6][C:5]([C:8]2[O:9][CH:10]=[N:11][N:12]=2)=[CH:4][C:3]=1[C:13]1[CH:14]=[CH:15][C:16]([NH2:19])=[N:17][CH:18]=1.C(Cl)Cl.[F:23][C:24]1[CH:32]=[CH:31][CH:30]=[C:29]([F:33])[C:25]=1[C:26](Cl)=[O:27]. Product: [F:23][C:24]1[CH:32]=[CH:31][CH:30]=[C:29]([F:33])[C:25]=1[C:26]([NH:19][C:16]1[CH:15]=[CH:14][C:13]([C:3]2[CH:4]=[C:5]([C:8]3[O:9][CH:10]=[N:11][N:12]=3)[CH:6]=[CH:7][C:2]=2[CH3:1])=[CH:18][N:17]=1)=[O:27]. The catalyst class is: 5.